Predict the reactants needed to synthesize the given product. From a dataset of Full USPTO retrosynthesis dataset with 1.9M reactions from patents (1976-2016). (1) Given the product [CH2:23]([O:15][C:14](=[O:16])[C:13]1[CH:17]=[C:18]([F:21])[C:19]([F:20])=[C:11]([CH:10]=[N:9][O:8][CH2:1][C:2]2[CH:3]=[CH:4][CH:5]=[CH:6][CH:7]=2)[C:12]=1[F:22])[CH3:24], predict the reactants needed to synthesize it. The reactants are: [CH2:1]([O:8][N:9]=[CH:10][C:11]1[C:12]([F:22])=[C:13]([CH:17]=[C:18]([F:21])[C:19]=1[F:20])[C:14]([OH:16])=[O:15])[C:2]1[CH:7]=[CH:6][CH:5]=[CH:4][CH:3]=1.[CH2:23](O)[CH3:24].Cl.C(N=C=NCCCN(C)C)C. (2) Given the product [CH2:13]([O:5][C:4]1[CH:3]=[C:2]([CH:10]=[C:8]([O:9][CH2:1][C:2]2[CH:10]=[CH:8][CH:6]=[CH:4][CH:3]=2)[C:6]=1[O:7][CH2:13][C:14]1[CH:19]=[CH:18][CH:17]=[CH:16][CH:15]=1)[C:1]([O:12][CH2:23][C:22]1[CH:25]=[CH:36][CH:34]=[CH:33][CH:24]=1)=[O:11])[C:14]1[CH:19]=[CH:18][CH:17]=[CH:16][CH:15]=1, predict the reactants needed to synthesize it. The reactants are: [C:1]([OH:12])(=[O:11])[C:2]1[CH:10]=[C:8]([OH:9])[C:6]([OH:7])=[C:4]([OH:5])[CH:3]=1.[CH2:13](Cl)[C:14]1[CH:19]=[CH:18][CH:17]=[CH:16][CH:15]=1.[I-].[C:22]([NH3+])([CH3:25])([CH3:24])[CH3:23].C([O-])([O-])=O.[K+].[K+].[CH3:33][C:34]([CH3:36])=O. (3) Given the product [CH:21]([C:18]1[CH:17]=[CH:16][C:15]([NH:14][C:10]2[CH:11]=[CH:12][CH:13]=[C:4]([C:3]([OH:24])=[O:2])[C:5]=2[C:6]([OH:8])=[O:7])=[CH:20][CH:19]=1)([CH3:23])[CH3:22], predict the reactants needed to synthesize it. The reactants are: C[O:2][C:3](=[O:24])[C:4]1[C:5](=[C:10]([NH:14][C:15]2[CH:20]=[CH:19][C:18]([CH:21]([CH3:23])[CH3:22])=[CH:17][CH:16]=2)[CH:11]=[CH:12][CH:13]=1)[C:6]([O:8]C)=[O:7].[OH-].[Na+]. (4) Given the product [C:1]([O:5][CH2:6][CH:7]([CH2:12][CH3:13])[CH2:8][CH2:9][CH2:10][CH3:11])(=[O:4])[CH:2]=[CH2:3].[C:14]([O:18][C:7]([CH3:12])([CH3:8])[CH3:6])(=[O:17])[CH:15]=[CH2:16], predict the reactants needed to synthesize it. The reactants are: [C:1]([O:5][CH2:6][CH:7]([CH2:12][CH3:13])[CH2:8][CH2:9][CH2:10][CH3:11])(=[O:4])[CH:2]=[CH2:3].[C:14]([OH:18])(=[O:17])[CH:15]=[CH2:16].